From a dataset of Peptide-MHC class II binding affinity with 134,281 pairs from IEDB. Regression. Given a peptide amino acid sequence and an MHC pseudo amino acid sequence, predict their binding affinity value. This is MHC class II binding data. The peptide sequence is SMPFLRKTRWTFLLS. The MHC is HLA-DQA10102-DQB10501 with pseudo-sequence HLA-DQA10102-DQB10501. The binding affinity (normalized) is 0.411.